Dataset: NCI-60 drug combinations with 297,098 pairs across 59 cell lines. Task: Regression. Given two drug SMILES strings and cell line genomic features, predict the synergy score measuring deviation from expected non-interaction effect. (1) Drug 1: CCC1=CC2CC(C3=C(CN(C2)C1)C4=CC=CC=C4N3)(C5=C(C=C6C(=C5)C78CCN9C7C(C=CC9)(C(C(C8N6C)(C(=O)OC)O)OC(=O)C)CC)OC)C(=O)OC.C(C(C(=O)O)O)(C(=O)O)O. Drug 2: CC1=C2C(C(=O)C3(C(CC4C(C3C(C(C2(C)C)(CC1OC(=O)C(C(C5=CC=CC=C5)NC(=O)OC(C)(C)C)O)O)OC(=O)C6=CC=CC=C6)(CO4)OC(=O)C)O)C)O. Cell line: HT29. Synergy scores: CSS=78.0, Synergy_ZIP=0.587, Synergy_Bliss=2.47, Synergy_Loewe=1.72, Synergy_HSA=3.65. (2) Drug 1: COC1=NC(=NC2=C1N=CN2C3C(C(C(O3)CO)O)O)N. Drug 2: CC(C)(C#N)C1=CC(=CC(=C1)CN2C=NC=N2)C(C)(C)C#N. Cell line: NCI-H522. Synergy scores: CSS=14.3, Synergy_ZIP=-7.13, Synergy_Bliss=-0.510, Synergy_Loewe=-1.37, Synergy_HSA=-0.985. (3) Drug 1: CC1C(C(CC(O1)OC2CC(CC3=C2C(=C4C(=C3O)C(=O)C5=C(C4=O)C(=CC=C5)OC)O)(C(=O)C)O)N)O.Cl. Drug 2: CC1CCCC2(C(O2)CC(NC(=O)CC(C(C(=O)C(C1O)C)(C)C)O)C(=CC3=CSC(=N3)C)C)C. Cell line: RXF 393. Synergy scores: CSS=15.3, Synergy_ZIP=-3.74, Synergy_Bliss=2.26, Synergy_Loewe=1.96, Synergy_HSA=2.64. (4) Drug 1: C1CCC(C1)C(CC#N)N2C=C(C=N2)C3=C4C=CNC4=NC=N3. Drug 2: CC1=CC2C(CCC3(C2CCC3(C(=O)C)OC(=O)C)C)C4(C1=CC(=O)CC4)C. Cell line: NCI-H460. Synergy scores: CSS=0.538, Synergy_ZIP=-0.176, Synergy_Bliss=0.778, Synergy_Loewe=-0.287, Synergy_HSA=0.117.